This data is from Forward reaction prediction with 1.9M reactions from USPTO patents (1976-2016). The task is: Predict the product of the given reaction. Given the reactants [CH2:1]([C:3]1[CH:18]=[C:17]([C:19]2[N:23]=[C:22]([C:24]3[CH:29]=[C:28]([CH3:30])[N:27]=[C:26]([NH:31][CH2:32]C)[N:25]=3)[O:21][N:20]=2)[CH:16]=[C:15]([CH3:34])[C:4]=1[O:5][CH2:6][C@@H:7]([OH:14])[CH2:8][NH:9][C:10](=[O:13])[CH2:11][OH:12])C.[CH3:35]C1N=C(NC)N=C(C(O)=O)C=1.C(N)(=O)C, predict the reaction product. The product is: [CH3:32][N:31]([CH3:35])[C:26]1[N:25]=[C:24]([C:22]2[O:21][N:20]=[C:19]([C:17]3[CH:16]=[C:15]([CH3:34])[C:4]([O:5][CH2:6][CH:7]([OH:14])[CH2:8][NH:9][C:10](=[O:13])[CH2:11][OH:12])=[C:3]([CH3:1])[CH:18]=3)[N:23]=2)[CH:29]=[C:28]([CH3:30])[N:27]=1.